The task is: Predict the product of the given reaction.. This data is from Forward reaction prediction with 1.9M reactions from USPTO patents (1976-2016). (1) Given the reactants [F:1][C:2]1[C:7]([F:8])=[CH:6][CH:5]=[C:4]([N+:9]([O-])=O)[C:3]=1[NH:12][C:13]1[C:14]([CH3:23])=[C:15]([CH:20]=[CH:21][CH:22]=1)[C:16]([O:18][CH3:19])=[O:17], predict the reaction product. The product is: [NH2:9][C:4]1[C:3]([NH:12][C:13]2[C:14]([CH3:23])=[C:15]([CH:20]=[CH:21][CH:22]=2)[C:16]([O:18][CH3:19])=[O:17])=[C:2]([F:1])[C:7]([F:8])=[CH:6][CH:5]=1. (2) Given the reactants [C:1]([O:5][C:6]([N:8]1[CH2:13][C:12]([C:14]2[CH:19]=[C:18]([O:20][CH3:21])[CH:17]=[C:16]([O:22][CH3:23])[CH:15]=2)=[CH:11][CH2:10][CH2:9]1)=[O:7])([CH3:4])([CH3:3])[CH3:2].C(OC(N1C=C(C2C=C(OC)C=C(OC)C=2)CCC1)=O)(C)(C)C, predict the reaction product. The product is: [C:1]([O:5][C:6]([N:8]1[CH2:9][CH2:10][CH2:11][CH:12]([C:14]2[CH:15]=[C:16]([O:22][CH3:23])[CH:17]=[C:18]([O:20][CH3:21])[CH:19]=2)[CH2:13]1)=[O:7])([CH3:4])([CH3:3])[CH3:2]. (3) Given the reactants Br[C:2]1[C:6]([C:7]2[CH2:12][CH2:11][CH2:10][CH2:9][CH:8]=2)=[CH:5][S:4][CH:3]=1.[C:13](C1C(Br)=CSC=1)(=[O:15])[CH3:14], predict the reaction product. The product is: [C:13]([C:2]1[C:6]([C:7]2[CH2:12][CH2:11][CH2:10][CH2:9][CH:8]=2)=[CH:5][S:4][CH:3]=1)(=[O:15])[CH3:14]. (4) Given the reactants [Br:1][C:2]1[NH:6][N:5]=[C:4]([NH2:7])[CH:3]=1.[C:8]1(=O)[C:12]2[CH:13]=[CH:14][CH:15]=[CH:16][C:11]=2[C:10](=[O:17])[O:9]1, predict the reaction product. The product is: [Br:1][C:2]1[NH:6][N:5]=[C:4]([N:7]2[C:8](=[O:9])[C:12]3[C:11](=[CH:16][CH:15]=[CH:14][CH:13]=3)[C:10]2=[O:17])[CH:3]=1. (5) Given the reactants Cl[C:2]1[N:11]=[CH:10][CH:9]=[C:8]([Cl:12])[C:3]=1[C:4]([O:6][CH3:7])=[O:5].O1CCOC[CH2:14]1.CB1OB(C)OB(C)O1.C(=O)([O-])[O-].[Cs+].[Cs+], predict the reaction product. The product is: [Cl:12][C:8]1[C:3]([C:4]([O:6][CH3:7])=[O:5])=[C:2]([CH3:14])[N:11]=[CH:10][CH:9]=1.